Dataset: Ames mutagenicity test results for genotoxicity prediction. Task: Regression/Classification. Given a drug SMILES string, predict its toxicity properties. Task type varies by dataset: regression for continuous values (e.g., LD50, hERG inhibition percentage) or binary classification for toxic/non-toxic outcomes (e.g., AMES mutagenicity, cardiotoxicity, hepatotoxicity). Dataset: ames. The compound is CCC(C)ON=O. The result is 1 (mutagenic).